From a dataset of Full USPTO retrosynthesis dataset with 1.9M reactions from patents (1976-2016). Predict the reactants needed to synthesize the given product. (1) The reactants are: [Br:1][C:2]1[CH:8]=[C:7]([F:9])[CH:6]=[CH:5][C:3]=1[NH2:4].N1C=CC=CC=1.[CH2:16]([S:18](Cl)(=[O:20])=[O:19])[CH3:17].O. Given the product [Br:1][C:2]1[CH:8]=[C:7]([F:9])[CH:6]=[CH:5][C:3]=1[NH:4][S:18]([CH2:16][CH3:17])(=[O:20])=[O:19], predict the reactants needed to synthesize it. (2) Given the product [C:1]([O:5][C:6]([NH:8][CH2:9][C:10]1[CH:15]=[CH:14][C:13]([CH2:16][C@H:17]([NH:23][C:24](=[O:33])[O:25][CH2:26][C:27]2[CH:28]=[CH:29][CH:30]=[CH:31][CH:32]=2)[C@H:18]([OH:22])[C:19]([CH3:21])=[CH2:20])=[CH:12][CH:11]=1)=[O:7])([CH3:2])([CH3:3])[CH3:4], predict the reactants needed to synthesize it. The reactants are: [C:1]([O:5][C:6]([NH:8][CH2:9][C:10]1[CH:15]=[CH:14][C:13]([CH2:16][C@H:17]([NH:23][C:24](=[O:33])[O:25][CH2:26][C:27]2[CH:32]=[CH:31][CH:30]=[CH:29][CH:28]=2)[C:18](=[O:22])[C:19]([CH3:21])=[CH2:20])=[CH:12][CH:11]=1)=[O:7])([CH3:4])([CH3:3])[CH3:2].[BH4-].[Na+].C(O)(=O)C. (3) Given the product [Cl:25][C:26]1[CH:31]=[C:30]([CH2:32][C:4]([C:6]2[N:7]=[C:8]([CH3:24])[N:9]([C:12]3[CH:17]=[CH:16][C:15]([O:18][CH3:19])=[C:14]([C:20]([F:21])([F:23])[F:22])[CH:13]=3)[C:10]=2[CH3:11])=[O:5])[CH:29]=[CH:28][N:27]=1, predict the reactants needed to synthesize it. The reactants are: C(O[C:4]([C:6]1[N:7]=[C:8]([CH3:24])[N:9]([C:12]2[CH:17]=[CH:16][C:15]([O:18][CH3:19])=[C:14]([C:20]([F:23])([F:22])[F:21])[CH:13]=2)[C:10]=1[CH3:11])=[O:5])C.[Cl:25][C:26]1[CH:31]=[C:30]([CH3:32])[CH:29]=[CH:28][N:27]=1.C[Si]([N-][Si](C)(C)C)(C)C.[K+].C(O)(=O)C. (4) Given the product [C:1]1([S:7]([CH2:10][C:11]2[C:16]([C:17]([O:19][CH3:20])=[O:18])=[C:15]([O:21][CH3:22])[C:14]([C:39]3[CH:40]=[N:41][S:42][CH:43]=3)=[CH:13][CH:12]=2)(=[O:8])=[O:9])[CH:6]=[CH:5][CH:4]=[CH:3][CH:2]=1, predict the reactants needed to synthesize it. The reactants are: [C:1]1([S:7]([CH2:10][C:11]2[C:16]([C:17]([O:19][CH3:20])=[O:18])=[C:15]([O:21][CH3:22])[C:14](B3OC(C)(C)C(C)(C)O3)=[CH:13][CH:12]=2)(=[O:9])=[O:8])[CH:6]=[CH:5][CH:4]=[CH:3][CH:2]=1.C(=O)([O-])[O-].[Cs+].[Cs+].Br[C:39]1[CH:40]=[N:41][S:42][CH:43]=1. (5) Given the product [NH2:16][C:17]1[N:21]([CH3:22])[C:20](=[O:23])[C:19]([C:35]2[CH:36]=[CH:37][C:38]([O:41][CH:42]([F:44])[F:43])=[CH:39][CH:40]=2)([C:24]2[CH:29]=[CH:28][CH:27]=[C:26]([CH:30]3[CH2:1][CH:31]3[CH2:32][O:33][CH3:34])[CH:25]=2)[N:18]=1, predict the reactants needed to synthesize it. The reactants are: [CH2:1]([Zn]CC)C.C(C(O)=O)(F)(F)F.C(I)I.[NH2:16][C:17]1[N:21]([CH3:22])[C:20](=[O:23])[C:19]([C:35]2[CH:40]=[CH:39][C:38]([O:41][CH:42]([F:44])[F:43])=[CH:37][CH:36]=2)([C:24]2[CH:29]=[CH:28][CH:27]=[C:26](/[CH:30]=[CH:31]/[CH2:32][O:33][CH3:34])[CH:25]=2)[N:18]=1.